From a dataset of Full USPTO retrosynthesis dataset with 1.9M reactions from patents (1976-2016). Predict the reactants needed to synthesize the given product. (1) Given the product [CH3:9][N:10]1[C:15]2[CH:16]=[CH:17][C:18]([CH2:20][N:27]3[CH2:32][CH2:31][O:30][CH2:29][CH2:28]3)=[CH:19][C:14]=2[S:13](=[O:22])(=[O:21])[C:12]([C:23]([O:25][CH3:26])=[O:24])=[N:11]1, predict the reactants needed to synthesize it. The reactants are: BrN1C(=O)CCC1=O.[CH3:9][N:10]1[C:15]2[CH:16]=[CH:17][C:18]([CH3:20])=[CH:19][C:14]=2[S:13](=[O:22])(=[O:21])[C:12]([C:23]([O:25][CH3:26])=[O:24])=[N:11]1.[NH:27]1[CH2:32][CH2:31][O:30][CH2:29][CH2:28]1.C(Cl)Cl. (2) Given the product [C:1]([O:5][C:6]([N:8]1[CH2:12][CH2:11][CH2:10][CH:9]1[C:13](=[O:15])[NH:33][C:32]1[CH:34]=[CH:35][C:29]([Br:28])=[CH:30][C:31]=1[C:36]([F:39])([F:37])[F:38])=[O:7])([CH3:2])([CH3:3])[CH3:4], predict the reactants needed to synthesize it. The reactants are: [C:1]([O:5][C:6]([N:8]1[CH2:12][CH2:11][CH2:10][CH:9]1[C:13]([OH:15])=O)=[O:7])([CH3:4])([CH3:3])[CH3:2].N1C=CC=CC=1.C(Cl)(=O)C(Cl)=O.[Br:28][C:29]1[CH:35]=[CH:34][C:32]([NH2:33])=[C:31]([C:36]([F:39])([F:38])[F:37])[CH:30]=1. (3) Given the product [CH3:14][O:15][C:16]1[CH:21]=[CH:20][C:19]([O:22][C:4]2[CH:5]=[C:6]([C:12]#[N:13])[C:7](=[CH:10][CH:11]=2)[C:8]#[N:9])=[CH:18][CH:17]=1, predict the reactants needed to synthesize it. The reactants are: [N+]([C:4]1[CH:5]=[C:6]([C:12]#[N:13])[C:7](=[CH:10][CH:11]=1)[C:8]#[N:9])([O-])=O.[CH3:14][O:15][C:16]1[CH:21]=[CH:20][C:19]([OH:22])=[CH:18][CH:17]=1.C(=O)([O-])[O-].[K+].[K+]. (4) Given the product [C:1]([O:5][C:6]([NH:8][CH2:9][C:10](=[O:17])[CH:11]([CH2:25][C:26]([C:28]1[CH:37]=[CH:36][CH:35]=[C:34]2[C:29]=1[N:30]=[C:31]([NH:39][C:40]([CH3:43])([CH3:42])[CH3:41])[C:32]([CH3:38])=[N:33]2)=[O:27])[C:12]([O:14][CH2:15][CH3:16])=[O:13])=[O:7])([CH3:3])([CH3:4])[CH3:2], predict the reactants needed to synthesize it. The reactants are: [C:1]([O:5][C:6]([NH:8][CH2:9][C:10](=[O:17])[CH2:11][C:12]([O:14][CH2:15][CH3:16])=[O:13])=[O:7])([CH3:4])([CH3:3])[CH3:2].C([O-])([O-])=O.[K+].[K+].Br[CH2:25][C:26]([C:28]1[CH:37]=[CH:36][CH:35]=[C:34]2[C:29]=1[N:30]=[C:31]([NH:39][C:40]([CH3:43])([CH3:42])[CH3:41])[C:32]([CH3:38])=[N:33]2)=[O:27].C1COCC1. (5) Given the product [CH:1]1([C:7]2[C:8]3[CH:9]=[CH:10][C:11]([C:26]([O:28][CH3:29])=[O:27])=[CH:12][C:13]=3[N:14]3[CH2:21][CH2:20][N:19]([CH2:36][C:34]4[CH:33]=[N:32][N:31]([CH3:30])[CH:35]=4)[CH2:18][C:17]4[CH:22]=[CH:23][CH:24]=[CH:25][C:16]=4[C:15]=23)[CH2:2][CH2:3][CH2:4][CH2:5][CH2:6]1, predict the reactants needed to synthesize it. The reactants are: [CH:1]1([C:7]2[C:8]3[CH:9]=[CH:10][C:11]([C:26]([O:28][CH3:29])=[O:27])=[CH:12][C:13]=3[N:14]3[CH2:21][CH2:20][NH:19][CH2:18][C:17]4[CH:22]=[CH:23][CH:24]=[CH:25][C:16]=4[C:15]=23)[CH2:6][CH2:5][CH2:4][CH2:3][CH2:2]1.[CH3:30][N:31]1[CH:35]=[C:34]([CH:36]=O)[CH:33]=[N:32]1.C(O)(=O)C.[BH3-]C#N.[Na+]. (6) The reactants are: [CH3:1][N:2]([CH3:38])[C:3]([O:5][C:6]1[CH:7]=[C:8]([C:12]2[CH:13]=[C:14]([C:22]([NH:24][C:25]3[CH:26]=[C:27](/[CH:31]=[CH:32]/[C:33]([O:35]CC)=[O:34])[CH:28]=[CH:29][CH:30]=3)=[O:23])[C:15]3[C:20]([CH:21]=2)=[CH:19][CH:18]=[CH:17][CH:16]=3)[CH:9]=[CH:10][CH:11]=1)=[O:4].O[Li].O. Given the product [CH3:38][N:2]([CH3:1])[C:3]([O:5][C:6]1[CH:7]=[C:8]([C:12]2[CH:13]=[C:14]([C:22]([NH:24][C:25]3[CH:26]=[C:27](/[CH:31]=[CH:32]/[C:33]([OH:35])=[O:34])[CH:28]=[CH:29][CH:30]=3)=[O:23])[C:15]3[C:20]([CH:21]=2)=[CH:19][CH:18]=[CH:17][CH:16]=3)[CH:9]=[CH:10][CH:11]=1)=[O:4], predict the reactants needed to synthesize it.